This data is from Experimentally validated miRNA-target interactions with 360,000+ pairs, plus equal number of negative samples. The task is: Binary Classification. Given a miRNA mature sequence and a target amino acid sequence, predict their likelihood of interaction. (1) The miRNA is mmu-miR-291a-5p with sequence CAUCAAAGUGGAGGCCCUCUCU. The protein sequence of the target gene is MSDTSESGAGLTRFQAEASEKDSSSMMQTLLTVTQNVEVPETPKASKALEVSEDVKVSKASGVSKATEVSKTPEAREAPATQASSTTQLTDTQVLAAENKSLAADTKKQNADPQAVTMPATETKKVSHVADTKVNTKAQETEAAPSQAPADEPEPESAAAQSQENQDTRPKVKAKKARKVKHLDGEEDGSSDQSQASGTTGGRRVSKALMASMARRASRGPIAFWARRASRTRLAAWARRALLSLRSPKARRGKARRRAAKLQSSQEPEAPPPRDVALLQGRANDLVKYLLAKDQTKIPI.... Result: 0 (no interaction). (2) The miRNA is cel-miR-59-3p with sequence UCGAAUCGUUUAUCAGGAUGAUG. The protein sequence of the target gene is MVLLAAIDQGTSSSRFLVFEADTGELVTSHQIEVRQLFPHGGWVEMDPMELYDTVVSCISKTIEKLENLGISADEIKSVGVANQRETSIVWDKETGKPLYNAIVWLDTRTSSLADEAISRTASKSKDEFRAKTGLPIHPYFSALKLKWLFQNVPEVKKAYADGNLMFGTVDTWLIWKLTGAYVTDVSNASRTLLLDLHKRKWSTQLCEFFDLPIEILPEIRSSAEVYGHFDKGPLEGVPLSGCLGDQQAAMVGHQCLNAGQTKNTYGTGTFMLCNIGTRPIISKNGLLTTVGFQFGADSP.... Result: 0 (no interaction).